The task is: Regression/Classification. Given a drug SMILES string, predict its absorption, distribution, metabolism, or excretion properties. Task type varies by dataset: regression for continuous measurements (e.g., permeability, clearance, half-life) or binary classification for categorical outcomes (e.g., BBB penetration, CYP inhibition). Dataset: cyp2c19_veith.. This data is from CYP2C19 inhibition data for predicting drug metabolism from PubChem BioAssay. (1) The compound is CC(C)NC(=O)COC(=O)c1cc(=O)[nH]c2ccccc12. The result is 0 (non-inhibitor). (2) The compound is COc1ncc2ncc(=O)n(C)c2n1. The result is 0 (non-inhibitor). (3) The drug is O=C(C1CCN(S(=O)(=O)c2cccc3nsnc23)CC1)N1CCc2ccccc21. The result is 1 (inhibitor).